The task is: Regression. Given a peptide amino acid sequence and an MHC pseudo amino acid sequence, predict their binding affinity value. This is MHC class I binding data.. This data is from Peptide-MHC class I binding affinity with 185,985 pairs from IEDB/IMGT. (1) The peptide sequence is DIAEHGAYY. The MHC is HLA-A01:01 with pseudo-sequence HLA-A01:01. The binding affinity (normalized) is 0.0847. (2) The peptide sequence is VPSVNEYHM. The MHC is HLA-B53:01 with pseudo-sequence HLA-B53:01. The binding affinity (normalized) is 0.421. (3) The peptide sequence is LELAENREI. The MHC is H-2-Kk with pseudo-sequence H-2-Kk. The binding affinity (normalized) is 0.0929. (4) The peptide sequence is YTFVVPLVY. The MHC is HLA-B46:01 with pseudo-sequence HLA-B46:01. The binding affinity (normalized) is 0.613. (5) The MHC is Mamu-B52 with pseudo-sequence Mamu-B52. The peptide sequence is AGFLGLGPW. The binding affinity (normalized) is 0.990. (6) The peptide sequence is RSIAMLKSK. The MHC is HLA-A11:01 with pseudo-sequence HLA-A11:01. The binding affinity (normalized) is 0.895. (7) The peptide sequence is FPQVGGLTSI. The MHC is HLA-B54:01 with pseudo-sequence HLA-B54:01. The binding affinity (normalized) is 0.700.